This data is from Reaction yield outcomes from USPTO patents with 853,638 reactions. The task is: Predict the reaction yield, written as a fraction of the theoretical maximum amount of product (1.0 means a 100% yield; for example, 0.34 means a 34% yield). (1) The reactants are [Br:1][C:2]1[CH:8]=[CH:7][C:5]([NH2:6])=[C:4](I)[CH:3]=1.[C:10]([O:14][CH2:15][CH3:16])(=[O:13])[CH:11]=[CH2:12].C(=O)(O)[O-].[Na+]. The catalyst is CN(C=O)C.C([O-])(=O)C.[Pd+2].C([O-])(=O)C. The product is [NH2:6][C:5]1[CH:7]=[CH:8][C:2]([Br:1])=[CH:3][C:4]=1/[CH:12]=[CH:11]/[C:10]([O:14][CH2:15][CH3:16])=[O:13]. The yield is 0.770. (2) The reactants are [C:1]([C:5]1[CH:12]=[CH:11][C:10]([N+:13]([O-])=O)=[CH:9][C:6]=1[C:7]#[N:8])([CH3:4])([CH3:3])[CH3:2].C([O-])=O.[NH4+]. The catalyst is CCO.[Pd]. The product is [C:1]([C:5]1[CH:12]=[CH:11][C:10]([NH2:13])=[CH:9][C:6]=1[C:7]#[N:8])([CH3:4])([CH3:2])[CH3:3]. The yield is 0.910.